The task is: Regression. Given two drug SMILES strings and cell line genomic features, predict the synergy score measuring deviation from expected non-interaction effect.. This data is from NCI-60 drug combinations with 297,098 pairs across 59 cell lines. (1) Drug 1: CCC1(CC2CC(C3=C(CCN(C2)C1)C4=CC=CC=C4N3)(C5=C(C=C6C(=C5)C78CCN9C7C(C=CC9)(C(C(C8N6C=O)(C(=O)OC)O)OC(=O)C)CC)OC)C(=O)OC)O.OS(=O)(=O)O. Drug 2: CC1CCC2CC(C(=CC=CC=CC(CC(C(=O)C(C(C(=CC(C(=O)CC(OC(=O)C3CCCCN3C(=O)C(=O)C1(O2)O)C(C)CC4CCC(C(C4)OC)O)C)C)O)OC)C)C)C)OC. Cell line: NCI-H522. Synergy scores: CSS=15.3, Synergy_ZIP=2.17, Synergy_Bliss=6.72, Synergy_Loewe=4.40, Synergy_HSA=4.39. (2) Drug 1: C1CCC(CC1)NC(=O)N(CCCl)N=O. Drug 2: CC1=C2C(C(=O)C3(C(CC4C(C3C(C(C2(C)C)(CC1OC(=O)C(C(C5=CC=CC=C5)NC(=O)C6=CC=CC=C6)O)O)OC(=O)C7=CC=CC=C7)(CO4)OC(=O)C)O)C)OC(=O)C. Cell line: LOX IMVI. Synergy scores: CSS=39.9, Synergy_ZIP=-14.8, Synergy_Bliss=-14.4, Synergy_Loewe=-11.5, Synergy_HSA=-7.42.